This data is from Catalyst prediction with 721,799 reactions and 888 catalyst types from USPTO. The task is: Predict which catalyst facilitates the given reaction. Reactant: [C:1]1([C:15]2[CH:20]=[CH:19][CH:18]=[CH:17][CH:16]=2)[CH:6]=[CH:5][CH:4]=[C:3]([CH:7]([CH2:11][CH:12]([CH3:14])[CH3:13])[C:8]([OH:10])=O)[CH:2]=1.[NH2:21][CH2:22][C:23]#[N:24].C1CN([P+](ON2N=NC3C=CC=CC2=3)(N2CCCC2)N2CCCC2)CC1.F[P-](F)(F)(F)(F)F.C(N(CC)CC)C. Product: [C:1]1([C:15]2[CH:20]=[CH:19][CH:18]=[CH:17][CH:16]=2)[CH:6]=[CH:5][CH:4]=[C:3]([CH:7]([CH2:11][CH:12]([CH3:14])[CH3:13])[C:8]([NH:24][CH2:23][C:22]#[N:21])=[O:10])[CH:2]=1. The catalyst class is: 384.